Dataset: Reaction yield outcomes from USPTO patents with 853,638 reactions. Task: Predict the reaction yield, written as a fraction of the theoretical maximum amount of product (1.0 means a 100% yield; for example, 0.34 means a 34% yield). (1) The reactants are [Br:1][C:2]1[CH:11]=[C:10]2[C:5]([CH2:6][CH2:7][CH:8]([CH2:19][CH:20]3[CH2:25][CH2:24][N:23]([CH2:26][CH:27]([F:29])[F:28])[CH2:22][CH2:21]3)[C:9]32[C:15](=[O:16])[N:14]([CH3:17])[C:13](=O)[NH:12]3)=[CH:4][CH:3]=1.COC1C=CC(P2(SP(C3C=CC(OC)=CC=3)(=S)S2)=[S:39])=CC=1. The catalyst is C1(C)C=CC=CC=1. The product is [Br:1][C:2]1[CH:11]=[C:10]2[C:5]([CH2:6][CH2:7][CH:8]([CH2:19][CH:20]3[CH2:25][CH2:24][N:23]([CH2:26][CH:27]([F:29])[F:28])[CH2:22][CH2:21]3)[C:9]32[C:15](=[O:16])[N:14]([CH3:17])[C:13](=[S:39])[NH:12]3)=[CH:4][CH:3]=1. The yield is 0.330. (2) The reactants are [F:1][C:2]([F:14])([F:13])[C:3]1[CH:4]=[C:5]([CH:10]=[CH:11][CH:12]=1)[C:6](=[O:9])[CH2:7]Br.C1N2CN3CN(C2)C[N:16]1C3.C(Cl)(Cl)(Cl)[Cl:26]. No catalyst specified. The product is [ClH:26].[NH2:16][CH2:7][C:6]([C:5]1[CH:10]=[CH:11][CH:12]=[C:3]([C:2]([F:14])([F:13])[F:1])[CH:4]=1)=[O:9]. The yield is 0.860. (3) The reactants are [O:1]1[C:5]2[CH:6]=[CH:7][C:8]([C:10]3([C:13]([NH:15][C:16]4[CH:21]=[CH:20][C:19]([CH2:22][OH:23])=[C:18](Br)[CH:17]=4)=[O:14])[CH2:12][CH2:11]3)=[CH:9][C:4]=2[O:3][CH2:2]1.[CH3:25][N:26]([CH3:38])[C:27]([C:29]1[CH:34]=[CH:33][C:32](B(O)O)=[CH:31][CH:30]=1)=[O:28].C([O-])([O-])=O.[K+].[K+]. The catalyst is CN(C)C=O. The product is [O:1]1[C:5]2[CH:6]=[CH:7][C:8]([C:10]3([C:13]([NH:15][C:16]4[CH:21]=[CH:20][C:19]([CH2:22][OH:23])=[C:18]([C:32]5[CH:33]=[CH:34][C:29]([C:27]([N:26]([CH3:38])[CH3:25])=[O:28])=[CH:30][CH:31]=5)[CH:17]=4)=[O:14])[CH2:12][CH2:11]3)=[CH:9][C:4]=2[O:3][CH2:2]1. The yield is 0.340. (4) The reactants are [Br:1][C:2]1[CH:3]=[CH:4][C:5]2[N:6]([C:16]3[CH:17]=[CH:18][C:19]4[N:20]([C:29]5[CH:34]=[CH:33][CH:32]=[CH:31][CH:30]=5)[C:21]5[C:26]([C:27]=4[CH:28]=3)=[CH:25][CH:24]=[CH:23][CH:22]=5)[C:7]3[C:12]([C:13]=2[CH:14]=1)=[CH:11][C:10](Br)=[CH:9][CH:8]=3.[C:35]1([C:44]2[CH:49]=[CH:48][CH:47]=[CH:46][CH:45]=2)[CH:40]=[CH:39][CH:38]=[CH:37][C:36]=1B(O)O.C([O-])([O-])=O.[Na+].[Na+].CCO. The catalyst is C1C=CC([P]([Pd]([P](C2C=CC=CC=2)(C2C=CC=CC=2)C2C=CC=CC=2)([P](C2C=CC=CC=2)(C2C=CC=CC=2)C2C=CC=CC=2)[P](C2C=CC=CC=2)(C2C=CC=CC=2)C2C=CC=CC=2)(C2C=CC=CC=2)C2C=CC=CC=2)=CC=1.C1(C)C=CC=CC=1. The product is [C:35]1([C:44]2[CH:45]=[CH:46][CH:47]=[CH:48][CH:49]=2)[CH:40]=[CH:39][CH:38]=[CH:37][C:36]=1[C:10]1[CH:9]=[CH:8][C:7]2[N:6]([C:16]3[CH:28]=[CH:27][C:19]4[N:20]([C:29]5[CH:30]=[CH:31][CH:32]=[CH:33][CH:34]=5)[C:21]5[C:22]([C:18]=4[CH:17]=3)=[CH:23][CH:24]=[CH:25][CH:26]=5)[C:5]3[C:4]([C:12]=2[CH:11]=1)=[CH:3][C:2]([Br:1])=[CH:14][CH:13]=3. The yield is 0.480. (5) The reactants are [C@H:1]1([NH:10][C:11]2[CH:20]=[CH:19][C:18]3[C:13](=[CH:14][CH:15]=[C:16]([NH2:21])[CH:17]=3)[N:12]=2)[C:9]2[C:4](=[CH:5][CH:6]=[CH:7][CH:8]=2)[CH2:3][CH2:2]1.C(N(CC)CC)C.Cl[C:30]([O:32][CH:33]([CH3:35])[CH3:34])=[O:31]. The catalyst is C1(C)C=CC=CC=1.O. The product is [CH:33]([O:32][C:30](=[O:31])[NH:21][C:16]1[CH:17]=[C:18]2[C:13](=[CH:14][CH:15]=1)[N:12]=[C:11]([NH:10][C@H:1]1[C:9]3[C:4](=[CH:5][CH:6]=[CH:7][CH:8]=3)[CH2:3][CH2:2]1)[CH:20]=[CH:19]2)([CH3:35])[CH3:34]. The yield is 0.410.